From a dataset of Full USPTO retrosynthesis dataset with 1.9M reactions from patents (1976-2016). Predict the reactants needed to synthesize the given product. (1) Given the product [F:22][C:2]([F:1])([S:19]([O-:24])(=[O:21])=[O:20])[C:3]([F:18])([F:17])[CH2:4][CH2:5][CH2:6][CH2:7][O:8][C:9]([CH:11]1[CH2:12][CH2:13][CH2:14][CH2:15][CH2:16]1)=[O:10].[Na+:23], predict the reactants needed to synthesize it. The reactants are: [F:1][C:2]([F:22])([S:19]([O-:21])=[O:20])[C:3]([F:18])([F:17])[CH2:4][CH2:5][CH2:6][CH2:7][O:8][C:9]([CH:11]1[CH2:16][CH2:15][CH2:14][CH2:13][CH2:12]1)=[O:10].[Na+:23].[OH2:24].OO. (2) Given the product [Br:1][C:2]1[CH:7]=[C:6]([Si:16]([CH3:18])([CH3:17])[CH3:15])[CH:5]=[C:4]([Br:8])[CH:3]=1, predict the reactants needed to synthesize it. The reactants are: [Br:1][C:2]1[C:3](Br)=[C:4]([Br:8])[CH:5]=[CH:6][CH:7]=1.[Li]CCCC.[CH3:15][Si:16](Cl)([CH3:18])[CH3:17].Cl. (3) The reactants are: C[O:2][C:3]1[CH:4]=[C:5]([CH:8]=[CH:9][C:10]=1[O:11]C)[CH2:6]Cl.[C:13]1(B(O)O)[CH:18]=[CH:17][CH:16]=[CH:15][CH:14]=1.C1(C2C=C(O)C(=CC=2)O)C=CC=CC=1. Given the product [CH2:6]([C:5]1[CH:4]=[C:3]([OH:2])[C:10](=[CH:9][CH:8]=1)[OH:11])[C:13]1[CH:18]=[CH:17][CH:16]=[CH:15][CH:14]=1, predict the reactants needed to synthesize it. (4) Given the product [CH3:13][N:14]1[C:15]([CH2:16][CH2:17][CH2:18][CH:19]=[CH2:20])=[N:11][N:10]=[C:8]1[C:4]1[S:3][CH:2]=[N:6][C:5]=1[CH3:7], predict the reactants needed to synthesize it. The reactants are: C[C:2]1[S:3][C:4]([C:8]([NH:10][NH2:11])=O)=[C:5]([CH3:7])[N:6]=1.Cl.[CH3:13][NH:14][C:15](=NC)[CH2:16][CH2:17][CH2:18][CH:19]=[CH2:20]. (5) The reactants are: Br[C:2]1[CH:3]=[C:4]([CH:12]([CH3:14])[CH3:13])[CH:5]=[C:6]2[C:11]=1[N:10]=[CH:9][CH:8]=[CH:7]2.[CH:15]([C:17]1[CH:18]=[C:19](B(O)O)[CH:20]=[CH:21][CH:22]=1)=[O:16].C(=O)([O-])[O-].[Na+].[Na+]. Given the product [CH:12]([C:4]1[CH:5]=[C:6]2[C:11](=[C:2]([C:21]3[CH:22]=[C:17]([CH:18]=[CH:19][CH:20]=3)[CH:15]=[O:16])[CH:3]=1)[N:10]=[CH:9][CH:8]=[CH:7]2)([CH3:14])[CH3:13], predict the reactants needed to synthesize it. (6) Given the product [O:45]1[C:41]2[CH:40]=[CH:39][C:38]([C:2]3[CH:3]=[CH:4][C:5]([C:8]4[N:12]([CH2:13][C@@H:14]5[CH2:18][CH2:17][N:16]([C:19]([CH:21]6[CH2:23][CH2:22]6)=[O:20])[CH2:15]5)[C:11]5[CH:24]=[CH:25][C:26]([C:28]#[N:29])=[CH:27][C:10]=5[N:9]=4)=[CH:6][CH:7]=3)=[CH:46][C:42]=2[CH:43]=[CH:44]1, predict the reactants needed to synthesize it. The reactants are: Br[C:2]1[CH:7]=[CH:6][C:5]([C:8]2[N:12]([CH2:13][C@@H:14]3[CH2:18][CH2:17][N:16]([C:19]([CH:21]4[CH2:23][CH2:22]4)=[O:20])[CH2:15]3)[C:11]3[CH:24]=[CH:25][C:26]([C:28]#[N:29])=[CH:27][C:10]=3[N:9]=2)=[CH:4][CH:3]=1.CC1(C)C(C)(C)OB([C:38]2[CH:39]=[CH:40][C:41]3[O:45][CH:44]=[CH:43][C:42]=3[CH:46]=2)O1.C(=O)([O-])[O-].[K+].[K+]. (7) The reactants are: [F:1][C:2]1[CH:7]=[CH:6][C:5]([CH:8]([OH:29])[CH2:9][CH2:10][N:11]2[CH2:16][CH2:15][CH:14]([C:17]3[CH:18]=[C:19]([NH:23][C:24](=[O:28])[CH:25]([CH3:27])[CH3:26])[CH:20]=[CH:21][CH:22]=3)[CH2:13][CH2:12]2)=[CH:4][CH:3]=1.[Cl:30][C:31]1[CH:32]=[C:33](O)[CH:34]=[CH:35][CH:36]=1. Given the product [Cl:30][C:31]1[CH:36]=[C:35]([CH:34]=[CH:33][CH:32]=1)[O:29][CH:8]([C:5]1[CH:4]=[CH:3][C:2]([F:1])=[CH:7][CH:6]=1)[CH2:9][CH2:10][N:11]1[CH2:16][CH2:15][CH:14]([C:17]2[CH:18]=[C:19]([NH:23][C:24](=[O:28])[CH:25]([CH3:26])[CH3:27])[CH:20]=[CH:21][CH:22]=2)[CH2:13][CH2:12]1, predict the reactants needed to synthesize it.